From a dataset of Full USPTO retrosynthesis dataset with 1.9M reactions from patents (1976-2016). Predict the reactants needed to synthesize the given product. (1) Given the product [C:17]1([C:2]2[C:8]3[CH:9]=[CH:10][CH:11]=[CH:12][C:7]=3[O:6][C:5]3[CH:13]=[CH:14][CH:15]=[CH:16][C:4]=3[N:3]=2)[CH:22]=[CH:21][CH:20]=[CH:19][CH:18]=1, predict the reactants needed to synthesize it. The reactants are: Cl[C:2]1[C:8]2[CH:9]=[CH:10][CH:11]=[CH:12][C:7]=2[O:6][C:5]2[CH:13]=[CH:14][CH:15]=[CH:16][C:4]=2[N:3]=1.[C:17]1([Mg]Cl)[CH:22]=[CH:21][CH:20]=[CH:19][CH:18]=1. (2) Given the product [N+:30]([C:27]1[CH:28]=[CH:29][C:24]([O:1][CH2:2][C:3]2[N:8]=[C:7]([NH:9][C:10](=[O:16])[O:11][C:12]([CH3:13])([CH3:15])[CH3:14])[CH:6]=[CH:5][CH:4]=2)=[N:25][CH:26]=1)([O-:32])=[O:31], predict the reactants needed to synthesize it. The reactants are: [OH:1][CH2:2][C:3]1[N:8]=[C:7]([NH:9][C:10](=[O:16])[O:11][C:12]([CH3:15])([CH3:14])[CH3:13])[CH:6]=[CH:5][CH:4]=1.CC(C)([O-])C.[K+].Cl[C:24]1[CH:29]=[CH:28][C:27]([N+:30]([O-:32])=[O:31])=[CH:26][N:25]=1.C(OCC)(=O)C. (3) The reactants are: [F:1][C:2]1[CH:3]=[C:4]([C:8]2[C:17]3[C:12](=[CH:13][CH:14]=[CH:15][CH:16]=3)[C:11]([CH3:18])=[N:10][C:9]=2[C:19]([OH:21])=O)[CH:5]=[CH:6][CH:7]=1.F[P-](F)(F)(F)(F)F.[N:29]1([O:38][C:39](N(C)C)=[N+](C)C)[C:33]2C=CC=CC=2N=N1.C(N(CC)CC)C.Cl.CNOC. Given the product [F:1][C:2]1[CH:3]=[C:4]([C:8]2[C:17]3[C:12](=[CH:13][CH:14]=[CH:15][CH:16]=3)[C:11]([CH3:18])=[N:10][C:9]=2[C:19]([N:29]([O:38][CH3:39])[CH3:33])=[O:21])[CH:5]=[CH:6][CH:7]=1, predict the reactants needed to synthesize it. (4) Given the product [S:6]1[CH2:2][CH2:3][N:4]=[C:5]1[NH:7][CH:8]1[CH2:17][CH2:16][C:15]2[C:10](=[CH:11][C:12]([O:18][CH3:19])=[CH:13][CH:14]=2)[CH2:9]1, predict the reactants needed to synthesize it. The reactants are: O[CH2:2][CH2:3][NH:4][C:5]([NH:7][CH:8]1[CH2:17][CH2:16][C:15]2[C:10](=[CH:11][C:12]([O:18][CH3:19])=[CH:13][CH:14]=2)[CH2:9]1)=[S:6].C(N(C(C)C)CC)(C)C.[I-].C(C[P+](C)(C)C)#N. (5) Given the product [C:12]([O:6][CH2:5][CH:4]([N:1]=[N+:2]=[N-:3])[CH2:7][OH:8])(=[O:13])[CH3:11], predict the reactants needed to synthesize it. The reactants are: [N:1]([CH:4]([CH2:7][OH:8])[CH2:5][OH:6])=[N+:2]=[N-:3].C([C:11](CC)(CC)[C:12]([O-])([O-])[O-:13])C.O.CCOC(C)=O.